The task is: Regression. Given a peptide amino acid sequence and an MHC pseudo amino acid sequence, predict their binding affinity value. This is MHC class II binding data.. This data is from Peptide-MHC class II binding affinity with 134,281 pairs from IEDB. The peptide sequence is SPPVVSFRETVLDKS. The MHC is DRB1_1302 with pseudo-sequence DRB1_1302. The binding affinity (normalized) is 0.643.